The task is: Predict the reactants needed to synthesize the given product.. This data is from Full USPTO retrosynthesis dataset with 1.9M reactions from patents (1976-2016). (1) The reactants are: [F:1][C:2]1[CH:3]=[C:4]([CH:18]=[CH:19][CH:20]=1)[CH2:5][O:6][C:7]1[CH:12]=[CH:11][C:10](/[CH:13]=[CH:14]/[N+:15]([O-])=O)=[CH:9][CH:8]=1.Cl. Given the product [F:1][C:2]1[CH:3]=[C:4]([CH:18]=[CH:19][CH:20]=1)[CH2:5][O:6][C:7]1[CH:12]=[CH:11][C:10]([CH2:13][CH2:14][NH2:15])=[CH:9][CH:8]=1, predict the reactants needed to synthesize it. (2) Given the product [C:1]([C:5]1[N:10]=[CH:9][C:8]([C:11]2[N:12]([C:32]([N:34]3[CH2:39][CH2:38][CH:37]([CH2:40][C:41]([NH:55][CH2:54][CH2:53][C:49]4[CH:48]=[C:47]([CH3:56])[CH:52]=[CH:51][CH:50]=4)=[O:42])[CH2:36][CH2:35]3)=[O:33])[C@@:13]([C:25]3[CH:30]=[CH:29][C:28]([Cl:31])=[CH:27][CH:26]=3)([CH3:24])[C@@:14]([C:17]3[CH:18]=[CH:19][C:20]([Cl:23])=[CH:21][CH:22]=3)([CH3:16])[N:15]=2)=[C:7]([O:44][CH2:45][CH3:46])[CH:6]=1)([CH3:2])([CH3:3])[CH3:4], predict the reactants needed to synthesize it. The reactants are: [C:1]([C:5]1[N:10]=[CH:9][C:8]([C:11]2[N:12]([C:32]([N:34]3[CH2:39][CH2:38][CH:37]([CH2:40][C:41](O)=[O:42])[CH2:36][CH2:35]3)=[O:33])[C@@:13]([C:25]3[CH:30]=[CH:29][C:28]([Cl:31])=[CH:27][CH:26]=3)([CH3:24])[C@@:14]([C:17]3[CH:22]=[CH:21][C:20]([Cl:23])=[CH:19][CH:18]=3)([CH3:16])[N:15]=2)=[C:7]([O:44][CH2:45][CH3:46])[CH:6]=1)([CH3:4])([CH3:3])[CH3:2].[C:47]1([CH3:56])[CH:52]=[CH:51][CH:50]=[C:49]([CH2:53][CH2:54][NH2:55])[CH:48]=1. (3) Given the product [CH:1]1([CH2:4][O:5][C:6]2[CH:11]=[CH:10][C:9]([F:12])=[CH:8][C:7]=2[C:13]2[C:14]3[N:21]([CH2:22][O:23][CH2:24][CH2:25][Si:26]([CH3:27])([CH3:28])[CH3:29])[C:20]([CH3:30])=[C:19]([C:31]([NH:34][C@@H:35]4[CH2:40][CH2:39][N:38]([C:41]([O:43][C:44]([CH3:46])([CH3:45])[CH3:47])=[O:42])[CH2:37][C@H:36]4[OH:48])=[O:32])[C:15]=3[N:16]=[CH:17][N:18]=2)[CH2:2][CH2:3]1, predict the reactants needed to synthesize it. The reactants are: [CH:1]1([CH2:4][O:5][C:6]2[CH:11]=[CH:10][C:9]([F:12])=[CH:8][C:7]=2[C:13]2[C:14]3[N:21]([CH2:22][O:23][CH2:24][CH2:25][Si:26]([CH3:29])([CH3:28])[CH3:27])[C:20]([CH3:30])=[C:19]([C:31](O)=[O:32])[C:15]=3[N:16]=[CH:17][N:18]=2)[CH2:3][CH2:2]1.[NH2:34][C@@H:35]1[CH2:40][CH2:39][N:38]([C:41]([O:43][C:44]([CH3:47])([CH3:46])[CH3:45])=[O:42])[CH2:37][C@H:36]1[OH:48]. (4) Given the product [F:34][C:35]([F:40])([F:39])[C:36]([OH:38])=[O:37].[Cl:1][C:2]1[CH:7]=[CH:6][C:5]([NH:8][C:9]2[CH:10]=[CH:11][C:12]([CH2:15][NH:16][C:17]([C:19]3([NH2:22])[CH2:20][CH2:21]3)=[O:18])=[N:13][CH:14]=2)=[C:4]([C:30]([F:33])([F:31])[F:32])[CH:3]=1, predict the reactants needed to synthesize it. The reactants are: [Cl:1][C:2]1[CH:7]=[CH:6][C:5]([NH:8][C:9]2[CH:10]=[CH:11][C:12]([CH2:15][NH:16][C:17]([C:19]3([NH:22]C(=O)OC(C)(C)C)[CH2:21][CH2:20]3)=[O:18])=[N:13][CH:14]=2)=[C:4]([C:30]([F:33])([F:32])[F:31])[CH:3]=1.[F:34][C:35]([F:40])([F:39])[C:36]([OH:38])=[O:37].